From a dataset of Full USPTO retrosynthesis dataset with 1.9M reactions from patents (1976-2016). Predict the reactants needed to synthesize the given product. Given the product [NH2:2][C:3]1[C:4]2[C:14]([O:15][CH2:16][C@H:17]3[CH2:22][CH2:21][CH2:20][N:19]([C:34](=[O:35])[CH2:33][CH:30]4[CH2:32][CH2:31]4)[CH2:18]3)=[CH:13][CH:12]=[CH:11][C:5]=2[NH:6][S:7](=[O:9])(=[O:10])[N:8]=1, predict the reactants needed to synthesize it. The reactants are: Cl.[NH2:2][C:3]1[C:4]2[C:14]([O:15][CH2:16][C@H:17]3[CH2:22][CH2:21][CH2:20][NH:19][CH2:18]3)=[CH:13][CH:12]=[CH:11][C:5]=2[NH:6][S:7](=[O:10])(=[O:9])[N:8]=1.C(N(CC)CC)C.[CH:30]1([CH2:33][C:34](O)=[O:35])[CH2:32][CH2:31]1.C1C=CC2N(O)N=NC=2C=1.CCN=C=NCCCN(C)C.Cl.